From a dataset of Forward reaction prediction with 1.9M reactions from USPTO patents (1976-2016). Predict the product of the given reaction. Given the reactants [Br:1][C:2]1[CH:7]=[CH:6][CH:5]=[C:4]([CH3:8])[C:3]=1[CH3:9].CCN(CC[O:17]C1C=CC(CC2C=CC=CC=2)=CC=1)CC.Cl, predict the reaction product. The product is: [Br:1][C:2]1[CH:7]=[C:6]([OH:17])[CH:5]=[C:4]([CH3:8])[C:3]=1[CH3:9].